From a dataset of Full USPTO retrosynthesis dataset with 1.9M reactions from patents (1976-2016). Predict the reactants needed to synthesize the given product. (1) Given the product [CH2:1]([O:3][C:4]([C:6]1[N:15]([C@H:32]([CH3:34])[CH2:33][NH:29][C:27]([O:26][C:22]([CH3:25])([CH3:24])[CH3:23])=[O:28])[C:9]2=[N:10][C:11]([Cl:14])=[CH:12][CH:13]=[C:8]2[CH:7]=1)=[O:5])[CH3:2], predict the reactants needed to synthesize it. The reactants are: [CH2:1]([O:3][C:4]([C:6]1[NH:15][C:9]2=[N:10][C:11]([Cl:14])=[CH:12][CH:13]=[C:8]2[CH:7]=1)=[O:5])[CH3:2].CC(C)([O-])C.[K+].[C:22]([O:26][C:27]([N:29]1[CH2:33][C@H:32]([CH3:34])OS1(=O)=O)=[O:28])([CH3:25])([CH3:24])[CH3:23]. (2) Given the product [CH:8]1([N:5]2[CH2:6][CH2:7][CH:2]([OH:1])[CH2:3][CH2:4]2)[CH2:11][CH2:10][CH2:9]1, predict the reactants needed to synthesize it. The reactants are: [OH:1][CH:2]1[CH2:7][CH2:6][NH:5][CH2:4][CH2:3]1.[C:8]1(=O)[CH2:11][CH2:10][CH2:9]1.C(O)(=O)C.C(O[BH-](OC(=O)C)OC(=O)C)(=O)C.[Na+]. (3) Given the product [C:22]([CH2:21][C:20]([NH:19][C:15]([C:7]1[CH:6]=[N:5][C:4]([CH:1]2[CH2:2][CH2:3]2)=[C:9]([O:10][CH2:11][CH:12]2[CH2:13][CH2:14]2)[N:8]=1)=[O:17])([CH3:26])[CH3:25])(=[O:23])[NH2:24], predict the reactants needed to synthesize it. The reactants are: [CH:1]1([C:4]2[N:5]=[CH:6][C:7]([C:15]([OH:17])=O)=[N:8][C:9]=2[O:10][CH2:11][CH:12]2[CH2:14][CH2:13]2)[CH2:3][CH2:2]1.Cl.[NH2:19][C:20]([CH3:26])([CH3:25])[CH2:21][C:22]([NH2:24])=[O:23]. (4) Given the product [Br:2][C:3]1[CH:4]=[CH:5][C:6]2[C:12]3[N:13]=[C:14]([N:16]4[C:17]([CH3:20])([CH3:21])[CH2:18][NH:19][C:24]4=[O:26])[S:15][C:11]=3[CH2:10][CH2:9][O:8][C:7]=2[CH:22]=1, predict the reactants needed to synthesize it. The reactants are: Br.[Br:2][C:3]1[CH:4]=[CH:5][C:6]2[C:12]3[N:13]=[C:14]([NH:16][C:17]([CH3:21])([CH3:20])[CH2:18][NH2:19])[S:15][C:11]=3[CH2:10][CH2:9][O:8][C:7]=2[CH:22]=1.Cl[C:24](Cl)([O:26]C(=O)OC(Cl)(Cl)Cl)Cl. (5) The reactants are: C[O:2][C:3](=[O:29])[C:4]([NH:6][C:7]1[C:12]2[N:13]([CH2:18][C:19]3[CH:28]=[CH:27][C:26]4[C:21](=[CH:22][CH:23]=[CH:24][CH:25]=4)[CH:20]=3)[C:14](=[O:17])[CH2:15][O:16][C:11]=2[CH:10]=[CH:9][CH:8]=1)=[O:5].[OH-].[Na+].C1COCC1. Given the product [CH:20]1[C:21]2[C:26](=[CH:25][CH:24]=[CH:23][CH:22]=2)[CH:27]=[CH:28][C:19]=1[CH2:18][N:13]1[C:12]2[C:7]([NH:6][C:4](=[O:5])[C:3]([OH:29])=[O:2])=[CH:8][CH:9]=[CH:10][C:11]=2[O:16][CH2:15][C:14]1=[O:17], predict the reactants needed to synthesize it.